Dataset: Forward reaction prediction with 1.9M reactions from USPTO patents (1976-2016). Task: Predict the product of the given reaction. Given the reactants [CH3:1][O:2][C:3]1[CH:4]=[C:5]2[C:10](=[CH:11][C:12]=1[O:13][CH3:14])[N:9]=[CH:8][CH:7]=[C:6]2[O:15][C:16]1[CH:22]=[CH:21][C:19]([NH2:20])=[CH:18][CH:17]=1.Cl[C:24](Cl)([O:26][C:27](=[O:33])OC(Cl)(Cl)Cl)Cl.[CH:35]1(CO)[CH2:41][CH2:40][CH2:39][CH2:38][CH2:37][CH2:36]1.C(=O)(O)[O-].[Na+], predict the reaction product. The product is: [CH3:1][O:2][C:3]1[CH:4]=[C:5]2[C:10](=[CH:11][C:12]=1[O:13][CH3:14])[N:9]=[CH:8][CH:7]=[C:6]2[O:15][C:16]1[CH:22]=[CH:21][C:19]([NH:20][C:27](=[O:33])[O:26][CH2:24][CH:35]2[CH2:41][CH2:40][CH2:39][CH2:38][CH2:37][CH2:36]2)=[CH:18][CH:17]=1.